This data is from Reaction yield outcomes from USPTO patents with 853,638 reactions. The task is: Predict the reaction yield, written as a fraction of the theoretical maximum amount of product (1.0 means a 100% yield; for example, 0.34 means a 34% yield). (1) The reactants are [F:1][C:2]1[C:3]2[N:4]([C:14]([SH:17])=[N:15][N:16]=2)[CH:5]=[C:6]([C:8]2[CH:9]=[N:10][N:11]([CH3:13])[CH:12]=2)[CH:7]=1.Br[C:19]1[CH:20]=[C:21]2[C:26](=[CH:27][CH:28]=1)[N:25]=[CH:24][CH:23]=[CH:22]2.CC1(C)C2C(=C(P(C3C=CC=CC=3)C3C=CC=CC=3)C=CC=2)OC2C(P(C3C=CC=CC=3)C3C=CC=CC=3)=CC=CC1=2.CCN(C(C)C)C(C)C. The catalyst is CN(C=O)C.C1C=CC(/C=C/C(/C=C/C2C=CC=CC=2)=O)=CC=1.C1C=CC(/C=C/C(/C=C/C2C=CC=CC=2)=O)=CC=1.C1C=CC(/C=C/C(/C=C/C2C=CC=CC=2)=O)=CC=1.[Pd].[Pd]. The product is [F:1][C:2]1[C:3]2[N:4]([C:14]([S:17][C:19]3[CH:20]=[C:21]4[C:26](=[CH:27][CH:28]=3)[N:25]=[CH:24][CH:23]=[CH:22]4)=[N:15][N:16]=2)[CH:5]=[C:6]([C:8]2[CH:9]=[N:10][N:11]([CH3:13])[CH:12]=2)[CH:7]=1. The yield is 0.298. (2) The reactants are [C:1]([CH:4]([C:20](=[O:23])[CH2:21][CH3:22])[CH2:5][C:6]([C:8]1[CH:9]=[C:10]2[C:15](=[CH:16][CH:17]=1)[O:14][C:13]([CH3:19])([CH3:18])[CH2:12][CH2:11]2)=O)(=O)[CH3:2].[NH2:24][C:25]1[CH:30]=[CH:29][C:28]([S:31]([NH2:34])(=[O:33])=[O:32])=[CH:27][CH:26]=1.N. The catalyst is C(O)(=O)C.C(Cl)(Cl)Cl. The product is [CH3:19][C:13]1([CH3:18])[CH2:12][CH2:11][C:10]2[C:15](=[CH:16][CH:17]=[C:8]([C:6]3[N:24]([C:25]4[CH:30]=[CH:29][C:28]([S:31]([NH2:34])(=[O:32])=[O:33])=[CH:27][CH:26]=4)[C:1]([CH3:2])=[C:4]([C:20](=[O:23])[CH2:21][CH3:22])[CH:5]=3)[CH:9]=2)[O:14]1. The yield is 0.213.